Dataset: TCR-epitope binding with 47,182 pairs between 192 epitopes and 23,139 TCRs. Task: Binary Classification. Given a T-cell receptor sequence (or CDR3 region) and an epitope sequence, predict whether binding occurs between them. (1) Result: 1 (the TCR binds to the epitope). The TCR CDR3 sequence is CSARAIQREGFSYEQYF. The epitope is NLVPMVATV. (2) The TCR CDR3 sequence is CSASGDRGADTQYF. Result: 1 (the TCR binds to the epitope). The epitope is LLWNGPMAV. (3) The epitope is KLSYGIATV. The TCR CDR3 sequence is CSVYRSYSYEQYF. Result: 1 (the TCR binds to the epitope). (4) The epitope is WICLLQFAY. The TCR CDR3 sequence is CASSHGQETQYF. Result: 1 (the TCR binds to the epitope).